This data is from Reaction yield outcomes from USPTO patents with 853,638 reactions. The task is: Predict the reaction yield, written as a fraction of the theoretical maximum amount of product (1.0 means a 100% yield; for example, 0.34 means a 34% yield). (1) The product is [CH3:11][O:10][C:5]1[C:6](=[O:9])[N:7]([CH3:8])[C:2]([C:22]2[CH:23]=[CH:24][C:19]([O:12][C:13]3[CH:18]=[CH:17][CH:16]=[CH:15][CH:14]=3)=[CH:20][CH:21]=2)=[N:3][CH:4]=1. The reactants are Cl[C:2]1[N:7]([CH3:8])[C:6](=[O:9])[C:5]([O:10][CH3:11])=[CH:4][N:3]=1.[O:12]([C:19]1[CH:24]=[CH:23][C:22](B(O)O)=[CH:21][CH:20]=1)[C:13]1[CH:18]=[CH:17][CH:16]=[CH:15][CH:14]=1.C([O-])([O-])=O.[Cs+].[Cs+]. The yield is 1.00. The catalyst is C1COCC1.O. (2) The reactants are Br[C:2]1[CH:7]=[CH:6][CH:5]=[C:4]([Br:8])[N:3]=1.[CH3:9][O:10][C:11]1[CH:18]=[CH:17][C:14]([CH2:15][NH2:16])=[CH:13][CH:12]=1.C(N(C(C)C)CC)(C)C. The catalyst is O1CCOCC1. The product is [Br:8][C:4]1[N:3]=[C:2]([NH:16][CH2:15][C:14]2[CH:17]=[CH:18][C:11]([O:10][CH3:9])=[CH:12][CH:13]=2)[CH:7]=[CH:6][CH:5]=1. The yield is 0.910. (3) The reactants are Br[C:2]1[CH:3]=[CH:4][C:5]([F:22])=[C:6]([C@@:8]2([CH3:21])[N:17]=[C:16]([NH2:18])[C:11]3([CH2:15][CH:14]=[CH:13][CH2:12]3)[S:10](=[O:20])(=[O:19])[CH2:9]2)[CH:7]=1.N. The catalyst is CO.[Pd]. The product is [F:22][C:5]1[CH:4]=[CH:3][CH:2]=[CH:7][C:6]=1[C@@:8]1([CH3:21])[N:17]=[C:16]([NH2:18])[C:11]2([CH2:12][CH2:13][CH2:14][CH2:15]2)[S:10](=[O:20])(=[O:19])[CH2:9]1. The yield is 0.891. (4) The yield is 0.790. The reactants are [Cl:1][C:2]1[N:11]=[C:10]([N:12]2[CH2:17][CH2:16][O:15][CH2:14][CH2:13]2)[C:9]2[C:4](=[CH:5][C:6]([C:18]3[O:22][C:21]([CH:23]=[O:24])=[CH:20][CH:19]=3)=[CH:7][CH:8]=2)[N:3]=1.[C-]#N.[Na+].[CH3:28][OH:29]. The catalyst is C(Cl)(Cl)Cl.[O-2].[Mn+4].[O-2]. The product is [Cl:1][C:2]1[N:11]=[C:10]([N:12]2[CH2:13][CH2:14][O:15][CH2:16][CH2:17]2)[C:9]2[C:4](=[CH:5][C:6]([C:18]3[O:22][C:21]([C:23]([O:29][CH3:28])=[O:24])=[CH:20][CH:19]=3)=[CH:7][CH:8]=2)[N:3]=1. (5) The product is [CH3:25][O:24][C:22](=[O:23])[CH:21]([O:20][CH3:19])[CH:13]([C:12]1[CH:15]=[CH:16][C:9]([O:8][CH2:1][C:2]2[CH:3]=[CH:4][CH:5]=[CH:6][CH:7]=2)=[C:10]([O:17][CH3:18])[CH:11]=1)[OH:14]. The reactants are [CH2:1]([O:8][C:9]1[CH:16]=[CH:15][C:12]([CH:13]=[O:14])=[CH:11][C:10]=1[O:17][CH3:18])[C:2]1[CH:7]=[CH:6][CH:5]=[CH:4][CH:3]=1.[CH3:19][O:20][CH2:21][C:22]([O:24][CH3:25])=[O:23].C[Si]([N-][Si](C)(C)C)(C)C.[Na+]. The yield is 0.520. The catalyst is C1COCC1. (6) The reactants are Br[C:2]1[S:6][C:5]([C:7]([N:9]([C:16]2[CH:21]=[CH:20][CH:19]=[C:18]([O:22][CH3:23])[CH:17]=2)[C:10]2[CH:15]=[CH:14][CH:13]=[CH:12][CH:11]=2)=[O:8])=[CH:4][CH:3]=1.[F:24][C:25]1[C:30]([O:31][CH3:32])=[CH:29][CH:28]=[CH:27][C:26]=1B(O)O. The catalyst is [Pd].C1(P(C2C=CC=CC=2)C2C=CC=CC=2)C=CC=CC=1.C1(P(C2C=CC=CC=2)C2C=CC=CC=2)C=CC=CC=1.C1(P(C2C=CC=CC=2)C2C=CC=CC=2)C=CC=CC=1.C1(P(C2C=CC=CC=2)C2C=CC=CC=2)C=CC=CC=1. The product is [F:24][C:25]1[C:30]([O:31][CH3:32])=[CH:29][CH:28]=[CH:27][C:26]=1[C:2]1[S:6][C:5]([C:7]([N:9]([C:16]2[CH:21]=[CH:20][CH:19]=[C:18]([O:22][CH3:23])[CH:17]=2)[C:10]2[CH:15]=[CH:14][CH:13]=[CH:12][CH:11]=2)=[O:8])=[CH:4][CH:3]=1. The yield is 0.690. (7) The reactants are Br[C:2]1[C:3]([F:28])=[C:4]([N:8]2[CH:13]=[C:12]([O:14][CH3:15])[C:11](=[O:16])[C:10]([C:17]3[N:21]([C:22]4[CH:27]=[CH:26][CH:25]=[CH:24][CH:23]=4)[N:20]=[CH:19][CH:18]=3)=[N:9]2)[CH:5]=[CH:6][CH:7]=1.[N:29]1[CH:34]=[CH:33][CH:32]=[C:31](B(O)O)[CH:30]=1.C([O-])([O-])=O.[Na+].[Na+].C([O-])(O)=O.[Na+]. The catalyst is COCCOC.O.C1C=CC([P]([Pd]([P](C2C=CC=CC=2)(C2C=CC=CC=2)C2C=CC=CC=2)([P](C2C=CC=CC=2)(C2C=CC=CC=2)C2C=CC=CC=2)[P](C2C=CC=CC=2)(C2C=CC=CC=2)C2C=CC=CC=2)(C2C=CC=CC=2)C2C=CC=CC=2)=CC=1. The product is [F:28][C:3]1[C:2]([C:31]2[CH:30]=[N:29][CH:34]=[CH:33][CH:32]=2)=[CH:7][CH:6]=[CH:5][C:4]=1[N:8]1[CH:13]=[C:12]([O:14][CH3:15])[C:11](=[O:16])[C:10]([C:17]2[N:21]([C:22]3[CH:27]=[CH:26][CH:25]=[CH:24][CH:23]=3)[N:20]=[CH:19][CH:18]=2)=[N:9]1. The yield is 0.480. (8) The yield is 0.860. The catalyst is Cl[Pd](Cl)([P](C1C=CC=CC=1)(C1C=CC=CC=1)C1C=CC=CC=1)[P](C1C=CC=CC=1)(C1C=CC=CC=1)C1C=CC=CC=1.C(OCC)(=O)C. The reactants are [O:1]1[CH2:6][CH2:5]O[CH2:3][CH2:2]1.Br[C:8]1[CH:9]=[C:10]([CH:13]=[CH:14][CH:15]=1)[CH:11]=[O:12].[F-].[K+]. The product is [O:1]1[CH:6]=[CH:5][CH:3]=[C:2]1[C:8]1[CH:9]=[C:10]([CH:13]=[CH:14][CH:15]=1)[CH:11]=[O:12]. (9) The reactants are [NH2:1]/[C:2](/[CH3:9])=[C:3](\[C:7]#[N:8])/[C:4](=[S:6])[NH2:5].OO. The catalyst is CO. The product is [NH2:5][C:4]1[S:6][N:1]=[C:2]([CH3:9])[C:3]=1[C:7]#[N:8]. The yield is 0.960.